Dataset: Reaction yield outcomes from USPTO patents with 853,638 reactions. Task: Predict the reaction yield, written as a fraction of the theoretical maximum amount of product (1.0 means a 100% yield; for example, 0.34 means a 34% yield). (1) The reactants are [Cl:1][C:2]1[CH:7]=[CH:6][CH:5]=[C:4]([F:8])[C:3]=1[C:9]1[C:13]([C:14]([NH:16][NH2:17])=[O:15])=[C:12]([C:18]2[C:19]([C:30]([F:33])([F:32])[F:31])=[N:20][N:21]([C:23]3[CH:28]=[CH:27][CH:26]=[C:25]([F:29])[CH:24]=3)[CH:22]=2)[O:11][N:10]=1.[F:34][C:35]([F:46])([F:45])[C:36](O[C:36](=O)[C:35]([F:46])([F:45])[F:34])=O.O1C=NN=C1. The catalyst is O1CCOCC1. The product is [Cl:1][C:2]1[CH:7]=[CH:6][CH:5]=[C:4]([F:8])[C:3]=1[C:9]1[C:13]([C:14]2[O:15][C:36]([C:35]([F:46])([F:45])[F:34])=[N:17][N:16]=2)=[C:12]([C:18]2[C:19]([C:30]([F:32])([F:33])[F:31])=[N:20][N:21]([C:23]3[CH:28]=[CH:27][CH:26]=[C:25]([F:29])[CH:24]=3)[CH:22]=2)[O:11][N:10]=1. The yield is 0.100. (2) The reactants are [Br:1][C:2]1[CH:3]=[C:4]2[C:8](=[CH:9][CH:10]=1)[NH:7][CH:6]=[CH:5]2.[C:11](O[C:11]([O:13][C:14]([CH3:17])([CH3:16])[CH3:15])=[O:12])([O:13][C:14]([CH3:17])([CH3:16])[CH3:15])=[O:12].C(O)(=O)CC(CC(O)=O)(C(O)=O)O. The catalyst is CN(C)C1C=CN=CC=1.C(#N)C. The product is [Br:1][C:2]1[CH:3]=[C:4]2[C:8](=[CH:9][CH:10]=1)[N:7]([C:11]([O:13][C:14]([CH3:17])([CH3:16])[CH3:15])=[O:12])[CH:6]=[CH:5]2. The yield is 1.00. (3) The yield is 1.00. The reactants are Br[C:2](Br)=[CH:3][C:4]1[CH:9]=[CH:8][CH:7]=[C:6]([F:10])[CH:5]=1.C([Li])CCC.Cl[C:18]([O:20][CH3:21])=[O:19]. The product is [CH3:21][O:20][C:18](=[O:19])[C:2]#[C:3][C:4]1[CH:9]=[CH:8][CH:7]=[C:6]([F:10])[CH:5]=1. The catalyst is C1COCC1.C(=O)(O)[O-].[Na+]. (4) The reactants are O[CH:2]=[C:3]1[C:11]2[C:6](=[CH:7][C:8]([C:12]([C:14]3[CH:15]=[C:16]([NH:20][C:21]([C:23]4[S:24][C:25]([C:28](=[O:30])[CH3:29])=[CH:26][CH:27]=4)=[O:22])[CH:17]=[CH:18][CH:19]=3)=[O:13])=[CH:9][CH:10]=2)[NH:5][C:4]1=[O:31].[NH2:32][C:33]1[CH:34]=[CH:35][C:36]([CH3:40])=[C:37]([OH:39])[CH:38]=1. The catalyst is C1COCC1. The product is [OH:39][C:37]1[CH:38]=[C:33]([NH:32][CH:2]=[C:3]2[C:11]3[C:6](=[CH:7][C:8]([C:12]([C:14]4[CH:15]=[C:16]([NH:20][C:21]([C:23]5[S:24][C:25]([C:28](=[O:30])[CH3:29])=[CH:26][CH:27]=5)=[O:22])[CH:17]=[CH:18][CH:19]=4)=[O:13])=[CH:9][CH:10]=3)[NH:5][C:4]2=[O:31])[CH:34]=[CH:35][C:36]=1[CH3:40]. The yield is 0.720.